From a dataset of NCI-60 drug combinations with 297,098 pairs across 59 cell lines. Regression. Given two drug SMILES strings and cell line genomic features, predict the synergy score measuring deviation from expected non-interaction effect. (1) Drug 1: C1=CC(=C2C(=C1NCCNCCO)C(=O)C3=C(C=CC(=C3C2=O)O)O)NCCNCCO. Drug 2: C1CCC(CC1)NC(=O)N(CCCl)N=O. Cell line: OVCAR3. Synergy scores: CSS=33.6, Synergy_ZIP=-4.69, Synergy_Bliss=-2.54, Synergy_Loewe=-5.97, Synergy_HSA=-0.201. (2) Drug 1: CC1=C(C=C(C=C1)NC2=NC=CC(=N2)N(C)C3=CC4=NN(C(=C4C=C3)C)C)S(=O)(=O)N.Cl. Drug 2: C1=C(C(=O)NC(=O)N1)F. Cell line: SK-MEL-5. Synergy scores: CSS=27.9, Synergy_ZIP=-8.16, Synergy_Bliss=-17.8, Synergy_Loewe=-22.5, Synergy_HSA=-19.2. (3) Drug 1: CC1=C(C(=CC=C1)Cl)NC(=O)C2=CN=C(S2)NC3=CC(=NC(=N3)C)N4CCN(CC4)CCO. Drug 2: CC1CCCC2(C(O2)CC(NC(=O)CC(C(C(=O)C(C1O)C)(C)C)O)C(=CC3=CSC(=N3)C)C)C. Cell line: MCF7. Synergy scores: CSS=26.7, Synergy_ZIP=0.768, Synergy_Bliss=-0.00347, Synergy_Loewe=-8.72, Synergy_HSA=-0.469.